From a dataset of Catalyst prediction with 721,799 reactions and 888 catalyst types from USPTO. Predict which catalyst facilitates the given reaction. (1) Reactant: CON(C)[C:4]([C:6]1[N:7]=[C:8]([C@@H:11]2[CH2:16][N:15]3[CH2:17][CH2:18][CH2:19][C@@H:14]3[CH2:13][N:12]2[C:20]([O:22][C:23]([CH3:26])([CH3:25])[CH3:24])=[O:21])[S:9][CH:10]=1)=[O:5].Br[Mg][C:30]1[CH:35]=[CH:34][C:33]([F:36])=[CH:32][CH:31]=1.[Cl-].[NH4+]. Product: [F:36][C:33]1[CH:34]=[CH:35][C:30]([C:4]([C:6]2[N:7]=[C:8]([C@@H:11]3[CH2:16][N:15]4[CH2:17][CH2:18][CH2:19][C@@H:14]4[CH2:13][N:12]3[C:20]([O:22][C:23]([CH3:26])([CH3:25])[CH3:24])=[O:21])[S:9][CH:10]=2)=[O:5])=[CH:31][CH:32]=1. The catalyst class is: 54. (2) Reactant: [F-].C([N+](CCCC)(CCCC)CCCC)CCC.[Cl:19][C:20]1[CH:21]=[CH:22][C:23]([CH:44]=[O:45])=[C:24]2[C:28]=1[N:27]=[C:26]1[N:29]([C:33]3[C:34]([CH3:43])=[N:35][C:36]([CH:40]4[CH2:42][CH2:41]4)=[N:37][C:38]=3[CH3:39])[CH2:30][CH2:31][CH2:32][N:25]21.C[Si](C)(C)[C:48]([F:51])([F:50])[F:49].Cl.C(=O)([O-])O.[Na+]. Product: [Cl:19][C:20]1[C:28]2[N:27]=[C:26]3[N:29]([C:33]4[C:34]([CH3:43])=[N:35][C:36]([CH:40]5[CH2:41][CH2:42]5)=[N:37][C:38]=4[CH3:39])[CH2:30][CH2:31][CH2:32][N:25]3[C:24]=2[C:23]([CH:44]([OH:45])[C:48]([F:51])([F:50])[F:49])=[CH:22][CH:21]=1. The catalyst class is: 7. (3) Reactant: [N+:1]([C:4]1[C:9]([C:10]([F:13])([F:12])[F:11])=[CH:8][CH:7]=[C:6]([C:14]([F:17])([F:16])[F:15])[C:5]=1[NH2:18])([O-])=O.O.O.Cl[Sn]Cl. Product: [F:11][C:10]([F:12])([F:13])[C:9]1[CH:8]=[CH:7][C:6]([C:14]([F:17])([F:16])[F:15])=[C:5]([NH2:18])[C:4]=1[NH2:1]. The catalyst class is: 240. (4) Reactant: [CH3:1][S:2][CH2:3][N:4]1[C:9](=[O:10])[N:8]2[CH:11]=[N:12][C:13]([C:14]3[O:15][C:16]([C:19]4[CH:24]=[CH:23][CH:22]=[CH:21][CH:20]=4)=[N:17][N:18]=3)=[C:7]2[N:6]=[N:5]1.S([O-])(O[O-])(=O)=[O:26].[K+].[K+].OOS([O-])=O.[K+]. Product: [CH3:1][S:2]([CH2:3][N:4]1[C:9](=[O:10])[N:8]2[CH:11]=[N:12][C:13]([C:14]3[O:15][C:16]([C:19]4[CH:24]=[CH:23][CH:22]=[CH:21][CH:20]=4)=[N:17][N:18]=3)=[C:7]2[N:6]=[N:5]1)=[O:26]. The catalyst class is: 18. (5) Reactant: [C:1]([C:3]1[CH:8]=[CH:7][C:6](/[CH:9]=[CH:10]/[C:11]([NH:13][CH:14]([C:19]2[CH:24]=[CH:23][CH:22]=[C:21]([C:25]([F:28])([F:27])[F:26])[CH:20]=2)[C:15]([F:18])([F:17])[F:16])=[O:12])=[CH:5][C:4]=1[C:29]([F:32])([F:31])[F:30])#[N:2].[Cl-].[OH:34][NH3+:35].C(=O)([O-])[O-].[Na+].[Na+]. Product: [OH:34][N:35]=[C:1]([C:3]1[CH:8]=[CH:7][C:6](/[CH:9]=[CH:10]/[C:11]([NH:13][CH:14]([C:19]2[CH:24]=[CH:23][CH:22]=[C:21]([C:25]([F:26])([F:27])[F:28])[CH:20]=2)[C:15]([F:16])([F:17])[F:18])=[O:12])=[CH:5][C:4]=1[C:29]([F:30])([F:32])[F:31])[NH2:2]. The catalyst class is: 40. (6) Reactant: [C:1]([C:3]1[CH:4]=[C:5]([CH2:9][C:10]([O:12][C:13](C)(C)[CH3:14])=[O:11])[CH:6]=[CH:7][CH:8]=1)#[N:2].Cl.O1CCOCC1. Product: [C:1]([C:3]1[CH:4]=[C:5]([CH2:9][C:10]([O:12][CH2:13][CH3:14])=[O:11])[CH:6]=[CH:7][CH:8]=1)#[N:2]. The catalyst class is: 8. (7) Reactant: [BH4-].[Li+].[C:3]([N:8]1[C@H:13]([C:14]2[CH:19]=[CH:18][C:17]([F:20])=[CH:16][CH:15]=2)[CH2:12][CH2:11][CH2:10][C@@H:9]1[C:21](OC)=[O:22])(=[O:7])[CH2:4][CH:5]=[CH2:6].[Cl-].[NH4+].C(OCC)(=O)C. Product: [F:20][C:17]1[CH:18]=[CH:19][C:14]([C@@H:13]2[CH2:12][CH2:11][CH2:10][C@H:9]([CH2:21][OH:22])[N:8]2[C:3](=[O:7])[CH2:4][CH:5]=[CH2:6])=[CH:15][CH:16]=1. The catalyst class is: 1.